Dataset: Reaction yield outcomes from USPTO patents with 853,638 reactions. Task: Predict the reaction yield, written as a fraction of the theoretical maximum amount of product (1.0 means a 100% yield; for example, 0.34 means a 34% yield). (1) The reactants are [O:1]1[CH:5]=[CH:4][C:3]([C:6]2(O)[C:10]3[C:11]([CH3:31])=[C:12]([N:17]4[CH2:22][CH2:21][N:20]([C:23]5[CH:28]=[CH:27][C:26]([O:29][CH3:30])=[CH:25][CH:24]=5)[CH2:19][CH2:18]4)[C:13]([CH3:16])=[C:14]([CH3:15])[C:9]=3[O:8][C:7]2([CH3:33])[CH3:32])=[CH:2]1. The catalyst is CO. The product is [O:1]1[CH:5]=[CH:4][C:3]([CH:6]2[C:10]3[C:11]([CH3:31])=[C:12]([N:17]4[CH2:18][CH2:19][N:20]([C:23]5[CH:28]=[CH:27][C:26]([O:29][CH3:30])=[CH:25][CH:24]=5)[CH2:21][CH2:22]4)[C:13]([CH3:16])=[C:14]([CH3:15])[C:9]=3[O:8][C:7]2([CH3:33])[CH3:32])=[CH:2]1. The yield is 0.720. (2) The reactants are [C:1]([NH:4][C:5]1[CH:6]=[C:7]2[C:18]3[CH:17]=[CH:16][C:15]([O:19][CH2:20][C@:21]([NH:27]C(=O)OCC4C=CC=CC=4)([CH3:26])[CH2:22][C:23]([CH3:25])=[CH2:24])=[CH:14][C:13]=3[O:12][CH2:11][C:8]2=[CH:9][N:10]=1)(=[O:3])[CH3:2].C1COCC1. The catalyst is CO. The product is [NH2:27][C@@:21]([CH3:26])([CH2:22][CH:23]([CH3:24])[CH3:25])[CH2:20][O:19][C:15]1[CH:16]=[CH:17][C:18]2[C:7]3[C:8](=[CH:9][N:10]=[C:5]([NH:4][C:1](=[O:3])[CH3:2])[CH:6]=3)[CH2:11][O:12][C:13]=2[CH:14]=1. The yield is 0.800. (3) The reactants are C([O:8][C:9]1[CH:14]=[CH:13][C:12]([CH2:15][CH2:16][S:17]([CH3:20])(=[O:19])=[O:18])=[CH:11][C:10]=1[F:21])C1C=CC=CC=1. The catalyst is CO.[Pd]. The product is [F:21][C:10]1[CH:11]=[C:12]([CH2:15][CH2:16][S:17]([CH3:20])(=[O:18])=[O:19])[CH:13]=[CH:14][C:9]=1[OH:8]. The yield is 0.924. (4) The reactants are [CH3:1][O:2][C:3]1[CH:8]=[CH:7][C:6]([C:9]2[N:10]=[N:11][N:12]([CH3:14])[N:13]=2)=[CH:5][C:4]=1[CH2:15]O.C1(P(C2C=CC=CC=2)C2C=CC=CC=2)C=CC=CC=1.[Br:36]N1C(=O)CCC1=O. The catalyst is C(Cl)Cl. The product is [Br:36][CH2:15][C:4]1[CH:5]=[C:6]([C:9]2[N:10]=[N:11][N:12]([CH3:14])[N:13]=2)[CH:7]=[CH:8][C:3]=1[O:2][CH3:1]. The yield is 0.630.